Dataset: Forward reaction prediction with 1.9M reactions from USPTO patents (1976-2016). Task: Predict the product of the given reaction. (1) Given the reactants C[Si](C)(C)[N-][Si](C)(C)C.[Na+].[Br-].[Cl:12][C:13]1[CH:14]=[N:15][C:16]2[C:21]([C:22]=1[CH2:23][CH2:24][P+](C1C=CC=CC=1)(C1C=CC=CC=1)C1C=CC=CC=1)=[CH:20][C:19]([O:44][CH3:45])=[CH:18][CH:17]=2.[C:46]([O:50][C:51](=[O:61])[NH:52][C@H:53]1[CH2:58][CH2:57][C@H:56]([CH:59]=O)[CH2:55][CH2:54]1)([CH3:49])([CH3:48])[CH3:47].C(OCC)(=O)C, predict the reaction product. The product is: [C:46]([O:50][C:51](=[O:61])[NH:52][C@H:53]1[CH2:54][CH2:55][C@H:56]([CH:59]=[CH:24][CH2:23][C:22]2[C:21]3[C:16](=[CH:17][CH:18]=[C:19]([O:44][CH3:45])[CH:20]=3)[N:15]=[CH:14][C:13]=2[Cl:12])[CH2:57][CH2:58]1)([CH3:49])([CH3:47])[CH3:48]. (2) Given the reactants [C:1]([O-:4])([O-])=[O:2].[K+].[K+].[CH3:7][CH2:8][C@H:9]1[C@H:14]2[CH2:15][C@H:16]([C@H:17]([O:30][C:31]3[C:40]4[C:40](=CC=CC=4)[C:31]([O:30][C@H:17](C4C=CN=C5C=4C=[C:21]([O:28]C)C=C5)[C@@H:16]4N5C[C@H:9]([CH2:8][CH3:7])[C@@H:14]([CH2:13]C5)[CH2:15]4)=NN=3)C3C=CN=C4C=3C=[C:21]([O:28]C)C=C4)N(C[CH2:13]2)C1.[C:65]([O:69][C:70]1[CH:71]=[C:72](C=C)[C:73]2[S:77][C:76]([O:78][CH:79]([CH3:81])[CH3:80])=[N:75][C:74]=2[CH:82]=1)([CH3:68])([CH3:67])[CH3:66], predict the reaction product. The product is: [C:65]([O:69][C:70]1[CH:71]=[C:72]([C@H:1]([OH:4])[CH2:21][OH:28])[C:73]2[S:77][C:76]([O:78][CH:79]([CH3:80])[CH3:81])=[N:75][C:74]=2[CH:82]=1)([CH3:66])([CH3:67])[CH3:68].[C:17]([O:30][CH2:31][CH3:40])(=[O:2])[CH3:16].[CH3:7][CH2:8][CH2:9][CH:14]([CH3:15])[CH3:13]. (3) Given the reactants [Cl:1][C:2]1[CH:7]=[CH:6][C:5]([N:8]2[C:16]3[C:11](=[CH:12][C:13]([O:17][C@H:18]([C:22]4[CH:27]=[CH:26][CH:25]=[C:24]([O:28][CH3:29])[CH:23]=4)[C@@H:19]([NH2:21])[CH3:20])=[CH:14][CH:15]=3)[CH:10]=[N:9]2)=[CH:4][CH:3]=1.[F:30][C:31]([F:36])([CH3:35])[C:32](O)=[O:33].CN(C(ON1N=NC2C=CC=NC1=2)=[N+](C)C)C.F[P-](F)(F)(F)(F)F.CCN(C(C)C)C(C)C, predict the reaction product. The product is: [Cl:1][C:2]1[CH:3]=[CH:4][C:5]([N:8]2[C:16]3[C:11](=[CH:12][C:13]([O:17][C@H:18]([C:22]4[CH:27]=[CH:26][CH:25]=[C:24]([O:28][CH3:29])[CH:23]=4)[C@@H:19]([NH:21][C:32](=[O:33])[C:31]([F:36])([F:30])[CH3:35])[CH3:20])=[CH:14][CH:15]=3)[CH:10]=[N:9]2)=[CH:6][CH:7]=1. (4) Given the reactants [O:1]=[CH:2][CH2:3][CH2:4][NH:5][C:6]([C@H:8]1[C:13]([CH3:15])([CH3:14])[CH2:12][O:11][C:10]([CH3:17])([CH3:16])[O:9]1)=[O:7].[CH3:18][Mg+].[Br-], predict the reaction product. The product is: [OH:1][CH:2]([CH3:18])[CH2:3][CH2:4][NH:5][C:6]([C@H:8]1[C:13]([CH3:15])([CH3:14])[CH2:12][O:11][C:10]([CH3:17])([CH3:16])[O:9]1)=[O:7]. (5) Given the reactants [C:1]([C:4]1([C:10]2[CH:15]=[CH:14][CH:13]=[CH:12][CH:11]=2)[CH2:9][CH2:8][NH:7][CH2:6][CH2:5]1)(=[O:3])[CH3:2].Br.Br[CH2:18][CH2:19][CH2:20][NH2:21].C(=O)([O-])[O-].[K+].[K+], predict the reaction product. The product is: [C:1]([C:4]1([C:10]2[CH:15]=[CH:14][CH:13]=[CH:12][CH:11]=2)[CH2:5][CH2:6][N:7]([CH2:18][CH2:19][CH2:20][NH2:21])[CH2:8][CH2:9]1)(=[O:3])[CH3:2].